From a dataset of Peptide-MHC class II binding affinity with 134,281 pairs from IEDB. Regression. Given a peptide amino acid sequence and an MHC pseudo amino acid sequence, predict their binding affinity value. This is MHC class II binding data. (1) The peptide sequence is GELQFVDKIDAAFKI. The MHC is DRB1_0101 with pseudo-sequence DRB1_0101. The binding affinity (normalized) is 0.668. (2) The peptide sequence is EMKYFAATQFEPLAA. The MHC is HLA-DQA10501-DQB10201 with pseudo-sequence HLA-DQA10501-DQB10201. The binding affinity (normalized) is 0.476. (3) The peptide sequence is FPKEVWEQIFSTWLL. The MHC is HLA-DQA10501-DQB10201 with pseudo-sequence HLA-DQA10501-DQB10201. The binding affinity (normalized) is 0.549. (4) The peptide sequence is QVPLVQQQQYLGQQQP. The MHC is DRB1_0404 with pseudo-sequence DRB1_0404. The binding affinity (normalized) is 0.305. (5) The peptide sequence is GCTWMNSTGFTKVCGAPPCV. The MHC is DRB1_0404 with pseudo-sequence DRB1_0404. The binding affinity (normalized) is 0.00485.